From a dataset of Reaction yield outcomes from USPTO patents with 853,638 reactions. Predict the reaction yield, written as a fraction of the theoretical maximum amount of product (1.0 means a 100% yield; for example, 0.34 means a 34% yield). (1) The reactants are [Cl:1][C:2]1[CH:10]=[CH:9][C:5]([C:6]([OH:8])=[O:7])=[CH:4][CH:3]=1.OS(O)(=O)=O.[CH3:16]O. No catalyst specified. The product is [Cl:1][C:2]1[CH:10]=[CH:9][C:5]([C:6]([O:8][CH3:16])=[O:7])=[CH:4][CH:3]=1. The yield is 0.900. (2) The reactants are [NH2:1][C:2]1[CH:11]=[CH:10][CH:9]=[C:8]2[C:3]=1[C:4](=[O:21])[N:5]([CH:13]1[CH2:18][CH2:17][C:16](=[O:19])[NH:15][C:14]1=[O:20])[C:6]([CH3:12])=[N:7]2.[Cl:22][CH2:23][C:24](Cl)=[O:25].C(#N)C. The catalyst is CO. The product is [Cl:22][CH2:23][C:24]([NH:1][C:2]1[CH:11]=[CH:10][CH:9]=[C:8]2[C:3]=1[C:4](=[O:21])[N:5]([CH:13]1[CH2:18][CH2:17][C:16](=[O:19])[NH:15][C:14]1=[O:20])[C:6]([CH3:12])=[N:7]2)=[O:25]. The yield is 0.900. (3) The reactants are C1(P(C2CCCCC2)[C:8]2[CH:13]=[CH:12][CH:11]=[CH:10][C:9]=2[C:14]2[C:19](OC)=[CH:18][CH:17]=[CH:16][C:15]=2OC)CCCCC1.[F:30][C:31]1[CH:71]=[N:70][C:34]2[N:35](C3C=CC=C(B4OC(C)(C)C(C)(C)O4)C=3)[C:36](=[O:54])[N:37]([C@@H:40]3[CH2:45][CH2:44][C@H:43]([NH:46][C:47](=[O:53])[O:48][C:49]([CH3:52])([CH3:51])[CH3:50])[CH2:42][CH2:41]3)[C:38](=[O:39])[C:33]=2[CH:32]=1.[C:72](=O)([O-])[O-].[K+].[K+].BrC1C=CC(C)=CC=1. The catalyst is C(#N)C.O.C([O-])(=O)C.[Pd+2].C([O-])(=O)C. The product is [F:30][C:31]1[CH:71]=[N:70][C:34]2[N:35]([C:18]3[CH:19]=[C:14]([C:9]4[CH:8]=[CH:13][C:12]([CH3:72])=[CH:11][CH:10]=4)[CH:15]=[CH:16][CH:17]=3)[C:36](=[O:54])[N:37]([C@@H:40]3[CH2:41][CH2:42][C@H:43]([NH:46][C:47](=[O:53])[O:48][C:49]([CH3:51])([CH3:52])[CH3:50])[CH2:44][CH2:45]3)[C:38](=[O:39])[C:33]=2[CH:32]=1. The yield is 0.340. (4) The reactants are C([O:8][N:9]([C:13]1([CH2:42][CH2:43][CH:44]([CH3:46])[CH3:45])[C:22]2[C:17](=[CH:18][CH:19]=[CH:20][CH:21]=2)[C:16]([OH:23])=[C:15]([C:24]2[NH:29][C:28]3[CH:30]=[CH:31][C:32]([NH:34][S:35]([CH3:38])(=[O:37])=[O:36])=[CH:33][C:27]=3[S:26](=[O:40])(=[O:39])[N:25]=2)[C:14]1=[O:41])[C:10](=[O:12])[CH3:11])C1C=CC=CC=1. The catalyst is CO.[Pd]. The product is [OH:8][N:9]([C:13]1([CH2:42][CH2:43][CH:44]([CH3:46])[CH3:45])[C:22]2[C:17](=[CH:18][CH:19]=[CH:20][CH:21]=2)[C:16]([OH:23])=[C:15]([C:24]2[NH:29][C:28]3[CH:30]=[CH:31][C:32]([NH:34][S:35]([CH3:38])(=[O:37])=[O:36])=[CH:33][C:27]=3[S:26](=[O:40])(=[O:39])[N:25]=2)[C:14]1=[O:41])[C:10](=[O:12])[CH3:11]. The yield is 0.580.